From a dataset of Experimentally validated miRNA-target interactions with 360,000+ pairs, plus equal number of negative samples. Binary Classification. Given a miRNA mature sequence and a target amino acid sequence, predict their likelihood of interaction. (1) The miRNA is hsa-miR-548j-3p with sequence CAAAAACUGCAUUACUUUUGC. The protein sequence of the target gene is MATCADILRSEFPEIDGQVFDYVTGVLHSGSADFESVDDLVEAVGELLQEVSGDSKDDAGIRAVCQRMYNTLRLAEPQNQGNSQVLLDAPIQLSKIMENYDCDTKLPGLLKREQSSTVNAKKLEKAEARLKAKQEKRSEKETLKTSNPLVLEEASASQAGSRKESRLESSGKNKSYDVRIENFDVSFGDRVLLAGADVNLAWGRRYGLVGRNGLGKTTLLKMLATRSLRVPAHISLLHVEQEVAGDDTPALQSVLESDTVREDLLRQERELSLRIAAGRAEGSEAAQLAEIYGKLEEIEA.... Result: 0 (no interaction). (2) The miRNA is hsa-miR-500b-5p with sequence AAUCCUUGCUACCUGGGU. The protein sequence of the target gene is MVKVTFNSALAQKEAKKDEPKSSEEALIVPPDAVAVDCKDPGDVVPVGQRRAWCWCMCFGLAFMLAGVILGGAYLYKYFALQPDDVYYCGLKYIKDDVILNEPSADAPAARYQTIEENIKIFEEDAVEFISVPVPEFADSDPANIVHDFNKKLTAYLDLNLDKCYVIPLNTSIVMPPKNLLELLINIKAGTYLPQSYLIHEHMVITDRIENVDNLGFFIYRLCHDKETYKLQRRETIRGIQKREASNCFTIRHFENKFAVETLICS. Result: 0 (no interaction). (3) The miRNA is hsa-miR-891a-3p with sequence AGUGGCACAUGUUUGUUGUGAG. The protein sequence of the target gene is MFDGYDSCSEDTSSSSSSEESEEEVAPLPSNLPIIKNNGQVYTYPDGKSGMATCEMCGMVGVRDAFYSKTKRFCSVSCSRSYSSNSKKASILARLQGKPPTKKAKVLQKQPLVAKLAAYAQYQATLQNQAKTKAGNSAISVEGFSWGNYINSNSFIAAPVACFKHAPMGTCWGDISENVRIEVPNTDCSLPTKVFWIAGIIKLAGYNALLRYEGFENDSSLDFWCNICGSDIHPVGWCAASGKPLVPPRTVQHKYTNWKAFLVKRLTGAKTLPPDFSQKVSESMQYPFKPCMRVEVVDKR.... Result: 0 (no interaction).